This data is from Catalyst prediction with 721,799 reactions and 888 catalyst types from USPTO. The task is: Predict which catalyst facilitates the given reaction. (1) Reactant: [CH3:1][CH:2]([C@H:4]([CH2:20][C@H:21]([NH2:39])[C@@H:22]([OH:38])[CH2:23][C@H:24]([C:28]([NH:30][CH2:31][C:32]([C:35]([NH2:37])=[O:36])([CH3:34])[CH3:33])=[O:29])[CH:25]([CH3:27])[CH3:26])[CH2:5][C:6]1[CH:7]=[CH:8][C:9]([O:18][CH3:19])=[C:10]([O:12][CH2:13][CH2:14][CH2:15][O:16][CH3:17])[CH:11]=1)[CH3:3].[C:40]([OH:47])(=[O:46])/[CH:41]=[CH:42]/[C:43]([OH:45])=[O:44]. Product: [CH3:3][CH:2]([C@H:4]([CH2:20][C@H:21]([NH2:39])[C@@H:22]([OH:38])[CH2:23][C@H:24]([C:28]([NH:30][CH2:31][C:32]([C:35]([NH2:37])=[O:36])([CH3:33])[CH3:34])=[O:29])[CH:25]([CH3:26])[CH3:27])[CH2:5][C:6]1[CH:7]=[CH:8][C:9]([O:18][CH3:19])=[C:10]([O:12][CH2:13][CH2:14][CH2:15][O:16][CH3:17])[CH:11]=1)[CH3:1].[CH3:3][CH:2]([C@H:4]([CH2:20][C@H:21]([NH2:39])[C@@H:22]([OH:38])[CH2:23][C@H:24]([C:28]([NH:30][CH2:31][C:32]([C:35]([NH2:37])=[O:36])([CH3:33])[CH3:34])=[O:29])[CH:25]([CH3:26])[CH3:27])[CH2:5][C:6]1[CH:7]=[CH:8][C:9]([O:18][CH3:19])=[C:10]([O:12][CH2:13][CH2:14][CH2:15][O:16][CH3:17])[CH:11]=1)[CH3:1].[CH:41](/[C:40]([OH:47])=[O:46])=[CH:42]\[C:43]([OH:45])=[O:44]. The catalyst class is: 8. (2) Reactant: C(OC(N1CCC([O:14][C:15]2[C:24]3[C:19](=[CH:20][CH:21]=[CH:22][CH:23]=3)[C:18]([N+:25]([O-:27])=[O:26])=[CH:17][N:16]=2)CC1)=O)(C)(C)C.[C:28](O)([C:30](F)(F)F)=O.[OH-].[Na+]. Product: [N+:25]([C:18]1[C:19]2[C:24](=[CH:23][CH:22]=[CH:21][CH:20]=2)[C:15]([O:14][N:16]2[CH2:30][CH2:28][CH2:23][CH2:24][CH2:15]2)=[N:16][CH:17]=1)([O-:27])=[O:26]. The catalyst class is: 2. (3) Reactant: [NH:1]1[CH2:6][CH2:5][C:4](=[O:7])[CH2:3][CH2:2]1.[C:8]([O:12][C:13](O[C:13]([O:12][C:8]([CH3:11])([CH3:10])[CH3:9])=[O:14])=[O:14])([CH3:11])([CH3:10])[CH3:9]. Product: [C:13]([N:1]1[CH2:6][CH2:5][C:4](=[O:7])[CH2:3][CH2:2]1)([O:12][C:8]([CH3:11])([CH3:10])[CH3:9])=[O:14]. The catalyst class is: 2. (4) Reactant: CC1(C)[O:6][C@H:5]([CH2:7][O:8][NH:9][C:10]([C:12]2[CH:13]=[CH:14][C:15]3[N:16]([CH:27]=[N:28][CH:29]=3)[C:17]=2[NH:18][C:19]2[CH:24]=[CH:23][C:22]([I:25])=[CH:21][C:20]=2[F:26])=[O:11])[CH2:4][O:3]1.CCN(CC)CC.C(#N)C.O. Product: [OH:6][C@H:5]([CH2:4][OH:3])[CH2:7][O:8][NH:9][C:10]([C:12]1[CH:13]=[CH:14][C:15]2[N:16]([CH:27]=[N:28][CH:29]=2)[C:17]=1[NH:18][C:19]1[CH:24]=[CH:23][C:22]([I:25])=[CH:21][C:20]=1[F:26])=[O:11]. The catalyst class is: 138.